From a dataset of Forward reaction prediction with 1.9M reactions from USPTO patents (1976-2016). Predict the product of the given reaction. (1) Given the reactants [NH:1]([C:37]([CH3:39])=[O:38])[C@H:2]([C:10]([NH:12][C@H:13]([C:34]([OH:36])=[O:35])[CH2:14][CH2:15][CH2:16][CH2:17][NH:18]C(=C1C(=O)CC(C)(C)CC1=O)CC(C)C)=[O:11])[CH2:3][C:4]1[CH:9]=[CH:8][CH:7]=[CH:6][CH:5]=1.O.NN, predict the reaction product. The product is: [NH:1]([C:37]([CH3:39])=[O:38])[C@H:2]([C:10]([NH:12][C@H:13]([C:34]([OH:36])=[O:35])[CH2:14][CH2:15][CH2:16][CH2:17][NH2:18])=[O:11])[CH2:3][C:4]1[CH:5]=[CH:6][CH:7]=[CH:8][CH:9]=1. (2) Given the reactants C(P(C(C)(C)C)C1C(C)=C(C)C(C)=C(C)C=1C1C(C(C)C)=CC(C(C)C)=CC=1C(C)C)(C)(C)C.C(=O)([O-])[O-].[K+].[K+].[CH3:41][C:42]1([S:45]([NH2:48])(=[O:47])=[O:46])[CH2:44][CH2:43]1.Br[C:50]1[CH:55]=[CH:54][CH:53]=[CH:52][C:51]=1[F:56], predict the reaction product. The product is: [F:56][C:51]1[CH:52]=[CH:53][CH:54]=[CH:55][C:50]=1[NH:48][S:45]([C:42]1([CH3:41])[CH2:44][CH2:43]1)(=[O:47])=[O:46]. (3) Given the reactants [Cl:1][C:2]1[CH:32]=[C:31]([Cl:33])[CH:30]=[CH:29][C:3]=1[C:4]([N:6]([C:19]1[CH:24]=[CH:23][C:22]([O:25][CH3:26])=[C:21]([O:27][CH3:28])[CH:20]=1)[C:7]1[S:8][C:9]2[CH:15]=[C:14]([N+:16]([O-])=O)[CH:13]=[CH:12][C:10]=2[N:11]=1)=[O:5].O.O.[Sn](Cl)Cl.C([O-])(O)=O.[Na+], predict the reaction product. The product is: [NH2:16][C:14]1[CH:13]=[CH:12][C:10]2[N:11]=[C:7]([N:6]([C:19]3[CH:24]=[CH:23][C:22]([O:25][CH3:26])=[C:21]([O:27][CH3:28])[CH:20]=3)[C:4](=[O:5])[C:3]3[CH:29]=[CH:30][C:31]([Cl:33])=[CH:32][C:2]=3[Cl:1])[S:8][C:9]=2[CH:15]=1. (4) Given the reactants [C:1](CC1CCC(=O)CC1)(O)=[O:2].[CH2:12]([OH:15])[CH2:13][OH:14].[CH:16]1[CH:21]=[CH:20][CH:19]=[CH:18][CH:17]=1, predict the reaction product. The product is: [O:14]1[C:16]2([CH2:21][CH2:20][CH:19]([CH2:1][OH:2])[CH2:18][CH2:17]2)[O:15][CH2:12][CH2:13]1. (5) Given the reactants [NH2:1][C:2]1[CH:10]=[CH:9][C:8]([F:11])=[CH:7][C:3]=1[C:4]([OH:6])=[O:5].CN(C)C=O.[Br:17]N1C(=O)CCC1=O, predict the reaction product. The product is: [NH2:1][C:2]1[C:10]([Br:17])=[CH:9][C:8]([F:11])=[CH:7][C:3]=1[C:4]([OH:6])=[O:5].